From a dataset of Peptide-MHC class II binding affinity with 134,281 pairs from IEDB. Regression. Given a peptide amino acid sequence and an MHC pseudo amino acid sequence, predict their binding affinity value. This is MHC class II binding data. The peptide sequence is FRNIVNMLHGVRDGL. The MHC is DRB3_0101 with pseudo-sequence DRB3_0101. The binding affinity (normalized) is 0.533.